From a dataset of Reaction yield outcomes from USPTO patents with 853,638 reactions. Predict the reaction yield, written as a fraction of the theoretical maximum amount of product (1.0 means a 100% yield; for example, 0.34 means a 34% yield). (1) The reactants are Br[C:2]1[CH:7]=[CH:6][C:5]([CH2:8][CH2:9][CH2:10][CH2:11][CH2:12][CH2:13][O:14][CH2:15][C:16]2([CH2:20][CH3:21])[CH2:19][O:18][CH2:17]2)=[CH:4][CH:3]=1.C([Li])CCC.C(O[B:31]1[O:35][C:34]([CH3:37])([CH3:36])[C:33]([CH3:39])([CH3:38])[O:32]1)(C)C. The catalyst is C1COCC1. The product is [CH2:20]([C:16]1([CH2:15][O:14][CH2:13][CH2:12][CH2:11][CH2:10][CH2:9][CH2:8][C:5]2[CH:6]=[CH:7][C:2]([B:31]3[O:35][C:34]([CH3:37])([CH3:36])[C:33]([CH3:39])([CH3:38])[O:32]3)=[CH:3][CH:4]=2)[CH2:19][O:18][CH2:17]1)[CH3:21]. The yield is 0.710. (2) The product is [ClH:43].[ClH:43].[CH:1]1([C:7]2[C:8]3[CH:36]=[CH:35][C:34]([C:37]([OH:39])=[O:38])=[CH:33][C:9]=3[N:10]3[C:16]=2[C:15]2[CH:17]=[CH:18][CH:19]=[C:20]([N:21]([CH2:25][CH2:26][N:27]4[CH2:32][CH2:31][CH2:30][CH2:29][CH2:28]4)[CH2:22][CH2:23][CH3:24])[C:14]=2[O:13][CH2:12][CH2:11]3)[CH2:6][CH2:5][CH2:4][CH2:3][CH2:2]1. The yield is 0.950. The reactants are [CH:1]1([C:7]2[C:8]3[CH:36]=[CH:35][C:34]([C:37]([O:39]C)=[O:38])=[CH:33][C:9]=3[N:10]3[C:16]=2[C:15]2[CH:17]=[CH:18][CH:19]=[C:20]([N:21]([CH2:25][CH2:26][N:27]4[CH2:32][CH2:31][CH2:30][CH2:29][CH2:28]4)[CH2:22][CH2:23][CH3:24])[C:14]=2[O:13][CH2:12][CH2:11]3)[CH2:6][CH2:5][CH2:4][CH2:3][CH2:2]1.[OH-].[Na+].[ClH:43]. The catalyst is O1CCCC1.CO. (3) The reactants are [CH3:1][O:2][C:3]1[CH:10]=[CH:9][CH:8]=[C:7]([CH3:11])[C:4]=1[CH:5]=O.Cl.[NH2:13][OH:14]. The catalyst is C(N(CC)CC)C. The product is [CH3:1][O:2][C:3]1[CH:10]=[CH:9][CH:8]=[C:7]([CH3:11])[C:4]=1[CH:5]=[N:13][OH:14]. The yield is 0.620.